This data is from PAMPA (Parallel Artificial Membrane Permeability Assay) permeability data from NCATS. The task is: Regression/Classification. Given a drug SMILES string, predict its absorption, distribution, metabolism, or excretion properties. Task type varies by dataset: regression for continuous measurements (e.g., permeability, clearance, half-life) or binary classification for categorical outcomes (e.g., BBB penetration, CYP inhibition). Dataset: pampa_ncats. (1) The compound is C1CN(CCC1C(=O)N2CCNCC2)C3=NC(=CS3)C4=CC=C(C=C4)Br. The result is 1 (high permeability). (2) The molecule is C1CC(=O)N(C1)CCCNC(=O)C2=CC=C(C=C2)C3=NC=C4N3C=C(N=C4)C5=CC=CC=C5. The result is 1 (high permeability). (3) The drug is CC1=CC=C(C=C1)S(=O)(=O)NC2=C(C=CC=N2)C(=O)NC3=NC(=CS3)C4=CC=CC=C4. The result is 1 (high permeability). (4) The molecule is CC1=C(C(=CC=C1)C)C(=O)NC2=CC(=CC=C2)[S+](=O)(N3CCCCCC3)[O-]. The result is 1 (high permeability). (5) The drug is CC1=CC=C(C=C1)S(=O)(=O)NC2=CC=CC=C2C(=O)NC3=NC=C(S3)C4=CC=CC=C4. The result is 1 (high permeability). (6) The compound is CC1=CN=C(N=C1NCC2=CC=C(C=C2)N3C=CN=N3)C4=CC=CC=C4C5COC5. The result is 0 (low-to-moderate permeability). (7) The drug is COC1=CC=CC(=C1O)CNC2=CC=C(C=C2)C(=O)NC3=NC=CS3. The result is 1 (high permeability).